Dataset: Forward reaction prediction with 1.9M reactions from USPTO patents (1976-2016). Task: Predict the product of the given reaction. (1) Given the reactants Cl[C:2]1[C:11]([NH2:12])=[C:10]2[C:5]([C:6]([O:13][CH3:14])=[CH:7][CH:8]=[N:9]2)=[CH:4][CH:3]=1.C([O-])=O.[NH4+], predict the reaction product. The product is: [CH3:14][O:13][C:6]1[C:5]2[C:10](=[C:11]([NH2:12])[CH:2]=[CH:3][CH:4]=2)[N:9]=[CH:8][CH:7]=1. (2) Given the reactants [Cl:1][C:2]1[CH:7]=[CH:6][CH:5]=[CH:4][C:3]=1[C:8]1[C:14]2[CH:15]=[C:16]([C:28]#[N:29])[C:17]([O:19][CH2:20][CH2:21][N:22]([CH2:24][CH2:25][O:26][CH3:27])[CH3:23])=[CH:18][C:13]=2[NH:12][C:11](=O)[CH2:10][N:9]=1.COC1C=CC(P2(SP(C3C=CC(OC)=CC=3)(=S)S2)=[S:40])=CC=1, predict the reaction product. The product is: [Cl:1][C:2]1[CH:7]=[CH:6][CH:5]=[CH:4][C:3]=1[C:8]1[C:14]2[CH:15]=[C:16]([C:28]#[N:29])[C:17]([O:19][CH2:20][CH2:21][N:22]([CH2:24][CH2:25][O:26][CH3:27])[CH3:23])=[CH:18][C:13]=2[NH:12][C:11](=[S:40])[CH2:10][N:9]=1.